Predict which catalyst facilitates the given reaction. From a dataset of Catalyst prediction with 721,799 reactions and 888 catalyst types from USPTO. Reactant: C([O:3][CH:4](OCC)[CH2:5][O:6][C:7]1[CH:14]=[CH:13][C:12]([O:15][CH3:16])=[CH:11][C:8]=1[CH:9]=O)C. Product: [CH3:16][O:15][C:12]1[CH:13]=[CH:14][C:7]2[O:6][C:5]([CH:4]=[O:3])=[CH:9][C:8]=2[CH:11]=1. The catalyst class is: 15.